Task: Predict the reactants needed to synthesize the given product.. Dataset: Full USPTO retrosynthesis dataset with 1.9M reactions from patents (1976-2016) (1) Given the product [CH:1]([C:4]1[N:8]=[C:7]([C:9]2[C:10]3[CH2:18][CH2:17][CH2:16][CH2:15][C:11]=3[S:12][C:13]=2[NH:14][C:27]([C:19]2[CH2:23][CH2:22][CH2:21][C:20]=2[C:24]([OH:26])=[O:25])=[O:28])[O:6][N:5]=1)([CH3:3])[CH3:2], predict the reactants needed to synthesize it. The reactants are: [CH:1]([C:4]1[N:8]=[C:7]([C:9]2[C:10]3[CH2:18][CH2:17][CH2:16][CH2:15][C:11]=3[S:12][C:13]=2[NH2:14])[O:6][N:5]=1)([CH3:3])[CH3:2].[C:19]12[C:27](=[O:28])[O:26][C:24](=[O:25])[C:20]=1[CH2:21][CH2:22][CH2:23]2. (2) Given the product [Cl:17][C:11]1[CH:12]=[C:13]([Cl:16])[CH:14]=[CH:15][C:10]=1[C:8]1[N:7]=[C:6](/[CH:18]=[CH:19]/[C:20]2[CH:21]=[CH:22][C:23]([C:26]3[CH:27]=[CH:28][C:29]([OH:32])=[CH:30][CH:31]=3)=[CH:24][CH:25]=2)[N:5]([CH2:4][C:3]([NH:42][CH2:41][C:40]2[CH:43]=[CH:44][C:37]([O:36][C:35]([F:34])([F:45])[F:46])=[CH:38][CH:39]=2)=[O:33])[CH:9]=1, predict the reactants needed to synthesize it. The reactants are: CO[C:3](=[O:33])[CH2:4][N:5]1[CH:9]=[C:8]([C:10]2[CH:15]=[CH:14][C:13]([Cl:16])=[CH:12][C:11]=2[Cl:17])[N:7]=[C:6]1/[CH:18]=[CH:19]/[C:20]1[CH:25]=[CH:24][C:23]([C:26]2[CH:31]=[CH:30][C:29]([OH:32])=[CH:28][CH:27]=2)=[CH:22][CH:21]=1.[F:34][C:35]([F:46])([F:45])[O:36][C:37]1[CH:44]=[CH:43][C:40]([CH2:41][NH2:42])=[CH:39][CH:38]=1. (3) Given the product [N:1]1([S:11]([C:14]2[CH:15]=[C:16]([N:20]3[C:25](=[O:26])[C:24]4=[C:27]([CH2:40][C:41]([O:42][CH3:43])=[O:35])[S:28][CH:29]=[C:23]4[NH:22][C:21]3=[O:32])[CH:17]=[CH:18][CH:19]=2)(=[O:13])=[O:12])[C:10]2[C:5](=[CH:6][CH:7]=[CH:8][CH:9]=2)[CH2:4][CH2:3][CH2:2]1, predict the reactants needed to synthesize it. The reactants are: [N:1]1([S:11]([C:14]2[CH:15]=[C:16]([N:20]3[C:25](=[O:26])[C:24]4=[C:27](C=O)[S:28][CH:29]=[C:23]4[NH:22][C:21]3=[O:32])[CH:17]=[CH:18][CH:19]=2)(=[O:13])=[O:12])[C:10]2[C:5](=[CH:6][CH:7]=[CH:8][CH:9]=2)[CH2:4][CH2:3][CH2:2]1.CS(CSC)=[O:35].C1[CH2:43][O:42][CH2:41][CH2:40]1. (4) Given the product [O:23]=[C:22]([C:24]1[CH:29]=[CH:28][CH:27]=[CH:26][CH:25]=1)[CH2:21][N:11]1[CH2:10][CH2:9][N:8]([C:1]([O:3][C:4]([CH3:7])([CH3:6])[CH3:5])=[O:2])[CH2:13][CH2:12]1, predict the reactants needed to synthesize it. The reactants are: [C:1]([N:8]1[CH2:13][CH2:12][NH:11][CH2:10][CH2:9]1)([O:3][C:4]([CH3:7])([CH3:6])[CH3:5])=[O:2].C(=O)([O-])[O-].[K+].[K+].Br[CH2:21][C:22]([C:24]1[CH:29]=[CH:28][CH:27]=[CH:26][CH:25]=1)=[O:23]. (5) Given the product [O:29]=[C:17]1[CH:16]([CH2:15][C:14]2[N:13]=[CH:12][N:8]3[C:9]4[C:4](=[CH:3][C:2]([O:1][S:39]([C:38]([F:57])([F:56])[F:37])(=[O:41])=[O:40])=[CH:11][CH:10]=4)[CH2:5][CH2:6][C:7]=23)[CH2:21][CH2:20][CH2:19][N:18]1[C:22]([O:24][C:25]([CH3:26])([CH3:28])[CH3:27])=[O:23], predict the reactants needed to synthesize it. The reactants are: [OH:1][C:2]1[CH:3]=[C:4]2[C:9](=[CH:10][CH:11]=1)[N:8]1[CH:12]=[N:13][C:14]([CH2:15][CH:16]3[CH2:21][CH2:20][CH2:19][N:18]([C:22]([O:24][C:25]([CH3:28])([CH3:27])[CH3:26])=[O:23])[C:17]3=[O:29])=[C:7]1[CH2:6][CH2:5]2.C(N(CC)CC)C.[F:37][C:38]([F:57])([F:56])[S:39](N(C1C=CC=CC=1)[S:39]([C:38]([F:57])([F:56])[F:37])(=[O:41])=[O:40])(=[O:41])=[O:40].[Na]. (6) Given the product [OH:17][C:15]([C:12]1[CH:11]=[CH:10][C:9]([CH:1]2[CH2:8][CH2:7][CH2:6][CH2:5][CH2:4][CH2:3][CH2:2]2)=[CH:14][CH:13]=1)([CH3:16])[CH2:24][C:23]([O:22][CH2:20][CH3:21])=[O:26], predict the reactants needed to synthesize it. The reactants are: [CH:1]1([C:9]2[CH:14]=[CH:13][C:12]([C:15](=[O:17])[CH3:16])=[CH:11][CH:10]=2)[CH2:8][CH2:7][CH2:6][CH2:5][CH2:4][CH2:3][CH2:2]1.II.[CH2:20]([O:22][C:23](=[O:26])[CH2:24]Br)[CH3:21].Cl. (7) Given the product [Cl:31][C:32]1[CH:39]=[C:38]([Cl:40])[CH:37]=[CH:36][C:33]=1[CH2:34][C:22]1[C:21]2[C:25](=[CH:26][CH:27]=[C:19]([C:17]([O:16][CH3:15])=[O:18])[CH:20]=2)[NH:24][C:23]=1[CH2:28][O:29][CH3:30], predict the reactants needed to synthesize it. The reactants are: FC(F)(F)C(O)=O.C([SiH](CC)CC)C.[CH3:15][O:16][C:17]([C:19]1[CH:20]=[C:21]2[C:25](=[CH:26][CH:27]=1)[NH:24][C:23]([CH2:28][O:29][CH3:30])=[CH:22]2)=[O:18].[Cl:31][C:32]1[CH:39]=[C:38]([Cl:40])[CH:37]=[CH:36][C:33]=1[CH:34]=O.[OH-].[Na+].